This data is from Peptide-MHC class II binding affinity with 134,281 pairs from IEDB. The task is: Regression. Given a peptide amino acid sequence and an MHC pseudo amino acid sequence, predict their binding affinity value. This is MHC class II binding data. (1) The peptide sequence is YDGERPTLAFLQDVM. The MHC is HLA-DQA10301-DQB10302 with pseudo-sequence HLA-DQA10301-DQB10302. The binding affinity (normalized) is 0.661. (2) The peptide sequence is GSDPKKLVLNIKYTR. The MHC is DRB1_1602 with pseudo-sequence DRB1_1602. The binding affinity (normalized) is 0.342. (3) The peptide sequence is IPVMAYLVGLFAWVL. The MHC is DRB1_1602 with pseudo-sequence DRB1_1602. The binding affinity (normalized) is 0.396. (4) The peptide sequence is AFALVLLFCALASSC. The MHC is HLA-DQA10501-DQB10201 with pseudo-sequence HLA-DQA10501-DQB10201. The binding affinity (normalized) is 0.0649. (5) The MHC is DRB5_0101 with pseudo-sequence DRB5_0101. The peptide sequence is MYMWLGARYLEFEALHHHHHH. The binding affinity (normalized) is 0.778. (6) The peptide sequence is RPGGAGRDGGQLRIP. The MHC is DRB1_1302 with pseudo-sequence DRB1_1302. The binding affinity (normalized) is 0.0279. (7) The peptide sequence is EFIAKVRSHAAIGAY. The MHC is HLA-DQA10501-DQB10402 with pseudo-sequence HLA-DQA10501-DQB10402. The binding affinity (normalized) is 0.750.